From a dataset of Forward reaction prediction with 1.9M reactions from USPTO patents (1976-2016). Predict the product of the given reaction. Given the reactants [NH2:1][C@@H:2]([CH:19]([CH3:21])[CH3:20])[C:3]([NH:5][C:6]1[C:7]([NH:12][C:13]2[CH:18]=[CH:17][CH:16]=[CH:15][CH:14]=2)=[N:8][CH:9]=[CH:10][CH:11]=1)=[O:4].Cl[C:23]1[N:31]=[CH:30][N:29]=[C:28]2[C:24]=1[N:25]=[CH:26][N:27]2C1CCCCO1.CCN(C(C)C)C(C)C, predict the reaction product. The product is: [CH3:20][CH:19]([CH3:21])[C@H:2]([NH:1][C:23]1[N:31]=[CH:30][N:29]=[C:28]2[C:24]=1[N:25]=[CH:26][NH:27]2)[C:3]([NH:5][C:6]1[C:7]([NH:12][C:13]2[CH:18]=[CH:17][CH:16]=[CH:15][CH:14]=2)=[N:8][CH:9]=[CH:10][CH:11]=1)=[O:4].